This data is from Forward reaction prediction with 1.9M reactions from USPTO patents (1976-2016). The task is: Predict the product of the given reaction. (1) Given the reactants Br[C:2]1[CH:7]=[CH:6][C:5]([Cl:8])=[CH:4][CH:3]=1.[CH3:9][O:10][C:11]1[CH:16]=[CH:15][C:14]([N:17]2[CH2:22][CH2:21][N:20]([C:23]3[C:24]([CH3:37])=[C:25]([CH3:36])[C:26]4[O:30][C:29]([CH3:32])([CH3:31])[C:28](=[O:33])[C:27]=4[C:34]=3[CH3:35])[CH2:19][CH2:18]2)=[CH:13][CH:12]=1, predict the reaction product. The product is: [Cl:8][C:5]1[CH:6]=[CH:7][C:2]([C:28]2([OH:33])[C:27]3[C:34]([CH3:35])=[C:23]([N:20]4[CH2:21][CH2:22][N:17]([C:14]5[CH:15]=[CH:16][C:11]([O:10][CH3:9])=[CH:12][CH:13]=5)[CH2:18][CH2:19]4)[C:24]([CH3:37])=[C:25]([CH3:36])[C:26]=3[O:30][C:29]2([CH3:31])[CH3:32])=[CH:3][CH:4]=1. (2) Given the reactants [CH3:1][O:2][C:3]1[CH:4]=[C:5]2[C:10](=[CH:11][C:12]=1[O:13][CH3:14])[N:9]=[CH:8][CH:7]=[C:6]2[O:15][C:16]1[CH:21]=[CH:20][C:19]([NH:22][C:23](=O)[CH2:24][O:25][C:26]2[CH:31]=[CH:30][C:29]([Cl:32])=[CH:28][C:27]=2[Cl:33])=[CH:18][CH:17]=1.Cl.[OH-].[Na+], predict the reaction product. The product is: [Cl:33][C:27]1[CH:28]=[C:29]([Cl:32])[CH:30]=[CH:31][C:26]=1[O:25][CH2:24][CH2:23][NH:22][C:19]1[CH:20]=[CH:21][C:16]([O:15][C:6]2[C:5]3[C:10](=[CH:11][C:12]([O:13][CH3:14])=[C:3]([O:2][CH3:1])[CH:4]=3)[N:9]=[CH:8][CH:7]=2)=[CH:17][CH:18]=1. (3) Given the reactants [CH:1]([N:4]([CH3:17])[C:5]1[O:6][C:7]2[C:8](=[C:10]([C:14]([O-:16])=O)[CH:11]=[CH:12][CH:13]=2)[N:9]=1)([CH3:3])[CH3:2].[Li+].Cl.Cl.[NH2:21][C@H:22]1[CH:27]2[CH2:28][CH2:29][N:24]([CH2:25][CH2:26]2)[CH2:23]1, predict the reaction product. The product is: [N:24]12[CH2:23][C@@H:22]([NH:21][C:14]([C:10]3[CH:11]=[CH:12][CH:13]=[C:7]4[O:6][C:5]([N:4]([CH:1]([CH3:2])[CH3:3])[CH3:17])=[N:9][C:8]=34)=[O:16])[CH:27]([CH2:28][CH2:29]1)[CH2:26][CH2:25]2. (4) Given the reactants Cl.O.[OH:3][C:4]12[C:15]3[C:10](=[C:11]([N+:16]([O-])=O)[CH:12]=[CH:13][CH:14]=3)[C:9](=[O:19])[C:8]1([NH:20][C:21]([C:23]1[CH:31]3[CH:26]([CH:27]=[CH:28][CH:29]=[CH:30]3)[N:25]([CH3:32])[N:24]=1)=[O:22])[C:7]1[CH:33]=[CH:34][C:35]([CH:37]([CH3:39])[CH3:38])=[CH:36][C:6]=1[O:5]2, predict the reaction product. The product is: [NH2:16][C:11]1[CH:12]=[CH:13][CH:14]=[C:15]2[C:10]=1[C:9](=[O:19])[C:8]1([NH:20][C:21]([C:23]3[C:31]4[C:26](=[CH:27][CH:28]=[CH:29][CH:30]=4)[N:25]([CH3:32])[N:24]=3)=[O:22])[C:7]3[CH:33]=[CH:34][C:35]([CH:37]([CH3:39])[CH3:38])=[CH:36][C:6]=3[O:5][C:4]12[OH:3]. (5) Given the reactants C[Si:2](C)(C)[C:3]#[C:4][CH2:5][O:6][CH:7]1[CH2:12][CH2:11][CH2:10][CH2:9][O:8]1.[Li][C:16](C)([CH3:18])[CH3:17].[C:20](=O)=O.[NH4+].[Cl-].[CH3:25][CH2:26][CH2:27][CH2:28][CH3:29], predict the reaction product. The product is: [C:27]1(/[CH:17]=[CH:16]/[CH2:18][CH:5]([O:6][CH:7]2[CH2:12][CH2:11][CH2:10][CH2:9][O:8]2)[C:4]#[C:3][SiH3:2])[CH:28]=[CH:29][CH:20]=[CH:25][CH:26]=1. (6) Given the reactants [C:1]([C:5]1[C:9]([CH2:10][CH2:11][CH2:12][OH:13])=[CH:8][N:7]([C:14]2[CH:19]=[CH:18][C:17]([Cl:20])=[CH:16][N:15]=2)[N:6]=1)([CH3:4])([CH3:3])[CH3:2].O[C:22]1[C:27]([O:28][CH3:29])=[CH:26][CH:25]=[CH:24][C:23]=1[CH2:30][C:31]([O:33]C)=[O:32].C(P(CCCC)CCCC)CCC.N(C(N1CCCCC1)=O)=NC(N1CCCCC1)=O, predict the reaction product. The product is: [C:1]([C:5]1[C:9]([CH2:10][CH2:11][CH2:12][O:13][C:22]2[C:27]([O:28][CH3:29])=[CH:26][CH:25]=[CH:24][C:23]=2[CH2:30][C:31]([OH:33])=[O:32])=[CH:8][N:7]([C:14]2[CH:19]=[CH:18][C:17]([Cl:20])=[CH:16][N:15]=2)[N:6]=1)([CH3:4])([CH3:2])[CH3:3]. (7) Given the reactants [H-].[CH2:7]([Al+][CH2:7][CH:8]([CH3:10])[CH3:9])[CH:8]([CH3:10])[CH3:9].O1C[CH2:14][CH2:13][CH2:12]1.O.S([O-])([O-])(=O)=O.[Mg+2].C([O:25][CH2:26][CH3:27])C, predict the reaction product. The product is: [CH3:9][C:8]1([CH3:10])[C:27]([CH2:26][OH:25])=[CH:14][CH2:13][CH2:12][CH2:7]1. (8) Given the reactants Cl[C:2]1[CH:11]=[CH:10][C:9]2[C:4](=[C:5]([OH:12])[CH:6]=[CH:7][CH:8]=2)[N:3]=1.[NH2:13][CH3:14], predict the reaction product. The product is: [CH3:14][NH:13][C:2]1[CH:11]=[CH:10][C:9]2[C:4](=[C:5]([OH:12])[CH:6]=[CH:7][CH:8]=2)[N:3]=1.